Dataset: NCI-60 drug combinations with 297,098 pairs across 59 cell lines. Task: Regression. Given two drug SMILES strings and cell line genomic features, predict the synergy score measuring deviation from expected non-interaction effect. (1) Drug 1: CCN(CC)CCNC(=O)C1=C(NC(=C1C)C=C2C3=C(C=CC(=C3)F)NC2=O)C. Drug 2: COCCOC1=C(C=C2C(=C1)C(=NC=N2)NC3=CC=CC(=C3)C#C)OCCOC.Cl. Cell line: NCI-H522. Synergy scores: CSS=3.81, Synergy_ZIP=1.06, Synergy_Bliss=4.82, Synergy_Loewe=-0.901, Synergy_HSA=0.658. (2) Drug 1: C1C(C(OC1N2C=NC3=C(N=C(N=C32)Cl)N)CO)O. Drug 2: COCCOC1=C(C=C2C(=C1)C(=NC=N2)NC3=CC=CC(=C3)C#C)OCCOC.Cl. Cell line: HS 578T. Synergy scores: CSS=6.20, Synergy_ZIP=-1.36, Synergy_Bliss=-0.105, Synergy_Loewe=-3.22, Synergy_HSA=-1.96.